Dataset: Catalyst prediction with 721,799 reactions and 888 catalyst types from USPTO. Task: Predict which catalyst facilitates the given reaction. Reactant: [CH3:1][O:2][C:3]1[CH:4]=[C:5]([CH:11]([C:13]2[CH:18]=[CH:17][C:16]([O:19][CH3:20])=[C:15]([N+:21]([O-:23])=[O:22])[CH:14]=2)[OH:12])[CH:6]=[C:7]([O:9][CH3:10])[CH:8]=1. Product: [CH3:10][O:9][C:7]1[CH:6]=[C:5]([C:11]([C:13]2[CH:18]=[CH:17][C:16]([O:19][CH3:20])=[C:15]([N+:21]([O-:23])=[O:22])[CH:14]=2)=[O:12])[CH:4]=[C:3]([O:2][CH3:1])[CH:8]=1. The catalyst class is: 177.